Dataset: Catalyst prediction with 721,799 reactions and 888 catalyst types from USPTO. Task: Predict which catalyst facilitates the given reaction. (1) Reactant: [F:1][C:2]1[CH:7]=[CH:6][C:5]([C:8]2[N:9]=[C:10]3[C:15](=[N:16][CH:17]=2)[N:14]=[C:13](SC)[NH:12][C:11]3=[O:20])=[CH:4][CH:3]=1.Cl.[NH2:22][CH2:23][C:24]1[CH:29]=[CH:28][C:27]([S:30]([NH2:33])(=[O:32])=[O:31])=[CH:26][CH:25]=1.CCN(C(C)C)C(C)C. Product: [F:1][C:2]1[CH:3]=[CH:4][C:5]([C:8]2[N:9]=[C:10]3[C:15](=[N:16][CH:17]=2)[N:14]=[C:13]([NH:22][CH2:23][C:24]2[CH:25]=[CH:26][C:27]([S:30]([NH2:33])(=[O:31])=[O:32])=[CH:28][CH:29]=2)[NH:12][C:11]3=[O:20])=[CH:6][CH:7]=1. The catalyst class is: 12. (2) Reactant: [CH:1]([C:3]1[CH:12]=[CH:11][C:6]([C:7]([O:9]C)=[O:8])=[CH:5][N:4]=1)=[O:2].C[O-].[Na+].S([CH2:26][N+:27]#[C-:28])(C1C=CC(C)=CC=1)(=O)=O. Product: [O:2]1[C:1]([C:3]2[CH:12]=[CH:11][C:6]([C:7]([OH:9])=[O:8])=[CH:5][N:4]=2)=[CH:28][N:27]=[CH:26]1. The catalyst class is: 5. (3) Reactant: [F:1][C:2]([F:28])([F:27])[C:3]1[CH:4]=[C:5]([S:9]([CH2:12][C@@H:13]2[CH2:18][CH2:17][C@H:16]([NH:19]C(=O)OC(C)(C)C)[CH2:15][CH2:14]2)(=[O:11])=[O:10])[CH:6]=[CH:7][CH:8]=1. Product: [F:27][C:2]([F:1])([F:28])[C:3]1[CH:4]=[C:5]([S:9]([CH2:12][C@@H:13]2[CH2:18][CH2:17][C@H:16]([NH2:19])[CH2:15][CH2:14]2)(=[O:10])=[O:11])[CH:6]=[CH:7][CH:8]=1. The catalyst class is: 25. (4) The catalyst class is: 2. Reactant: [F:1][C:2]([F:24])([F:23])[C:3]1[CH:4]=[C:5]([C:13]2[N:17]=[CH:16][N:15](/[CH:18]=[CH:19]\[C:20](O)=[O:21])[N:14]=2)[CH:6]=[C:7]([C:9]([F:12])([F:11])[F:10])[CH:8]=1.Cl.[F:26][C:27]([F:34])([F:33])[C:28]1([OH:32])[CH2:31][NH:30][CH2:29]1.C(P1(=O)OP(CCC)(=O)OP(CCC)(=O)O1)CC.CCN(C(C)C)C(C)C. Product: [F:24][C:2]([F:1])([F:23])[C:3]1[CH:4]=[C:5]([C:13]2[N:17]=[CH:16][N:15](/[CH:18]=[CH:19]\[C:20]([N:30]3[CH2:31][C:28]([OH:32])([C:27]([F:34])([F:33])[F:26])[CH2:29]3)=[O:21])[N:14]=2)[CH:6]=[C:7]([C:9]([F:10])([F:11])[F:12])[CH:8]=1. (5) Reactant: [OH:1][C:2]1[CH:7]=[CH:6][C:5]([N:8]2[C:13](=[O:14])[C:12]([CH2:15][C:16]3[CH:21]=[CH:20][C:19]([C:22]4[C:23]([C:28]#[N:29])=[CH:24][CH:25]=[CH:26][CH:27]=4)=[CH:18][CH:17]=3)=[C:11]([CH2:30][CH2:31][CH3:32])[N:10]3[N:33]=[CH:34][CH:35]=[C:9]23)=[CH:4][CH:3]=1.Br[CH2:37][C:38]([O:40][CH2:41][CH3:42])=[O:39].C(=O)([O-])[O-].[Cs+].[Cs+].C(OCC)(=O)C. Product: [CH2:41]([O:40][C:38](=[O:39])[CH2:37][O:1][C:2]1[CH:3]=[CH:4][C:5]([N:8]2[C:13](=[O:14])[C:12]([CH2:15][C:16]3[CH:21]=[CH:20][C:19]([C:22]4[CH:27]=[CH:26][CH:25]=[CH:24][C:23]=4[C:28]#[N:29])=[CH:18][CH:17]=3)=[C:11]([CH2:30][CH2:31][CH3:32])[N:10]3[N:33]=[CH:34][CH:35]=[C:9]23)=[CH:6][CH:7]=1)[CH3:42]. The catalyst class is: 35. (6) Reactant: [O:1]1[CH2:6][CH2:5][CH2:4][CH2:3][CH:2]1[O:7][CH2:8][CH2:9][CH2:10][CH2:11][OH:12].[H-].[Na+].Cl[C:16]1[N:17]=[C:18]([C:28]2[CH:33]=[CH:32][CH:31]=[CH:30][CH:29]=2)[C:19]([C:22]2[CH:27]=[CH:26][CH:25]=[CH:24][CH:23]=2)=[N:20][CH:21]=1. Product: [C:28]1([C:18]2[N:17]=[CH:16][C:21]([O:12][CH2:11][CH2:10][CH2:9][CH2:8][O:7][CH:2]3[CH2:3][CH2:4][CH2:5][CH2:6][O:1]3)=[N:20][C:19]=2[C:22]2[CH:23]=[CH:24][CH:25]=[CH:26][CH:27]=2)[CH:33]=[CH:32][CH:31]=[CH:30][CH:29]=1. The catalyst class is: 7.